Task: Regression. Given a peptide amino acid sequence and an MHC pseudo amino acid sequence, predict their binding affinity value. This is MHC class I binding data.. Dataset: Peptide-MHC class I binding affinity with 185,985 pairs from IEDB/IMGT The peptide sequence is AVSKNRRQL. The MHC is HLA-B46:01 with pseudo-sequence HLA-B46:01. The binding affinity (normalized) is 0.0847.